From a dataset of Reaction yield outcomes from USPTO patents with 853,638 reactions. Predict the reaction yield, written as a fraction of the theoretical maximum amount of product (1.0 means a 100% yield; for example, 0.34 means a 34% yield). (1) The reactants are [C:1]1([NH:7][C:8]2[N:13]=[C:12]([NH2:14])[N:11]=[C:10]([C:15]3[N:19]=[C:18]([C:20]4[CH:21]=[N:22][C:23]([O:26][CH2:27][C:28]([F:31])([F:30])[F:29])=[CH:24][CH:25]=4)[O:17][N:16]=3)[N:9]=2)[CH:6]=[CH:5][CH:4]=[CH:3][CH:2]=1.C(=O)([O-])[O-].[Cs+].[Cs+].Br[CH2:39][CH2:40][O:41][CH3:42]. The catalyst is CN(C=O)C. The product is [CH3:42][O:41][CH2:40][CH2:39][N:7]([C:1]1[CH:2]=[CH:3][CH:4]=[CH:5][CH:6]=1)[C:8]1[N:13]=[C:12]([NH2:14])[N:11]=[C:10]([C:15]2[N:19]=[C:18]([C:20]3[CH:21]=[N:22][C:23]([O:26][CH2:27][C:28]([F:30])([F:29])[F:31])=[CH:24][CH:25]=3)[O:17][N:16]=2)[N:9]=1. The yield is 0.0250. (2) The product is [F:1][C:2]1[CH:7]=[CH:6][CH:5]=[CH:4][C:3]=1[NH:8][C:9](=[O:10])[NH:11][C:12]1[CH:13]=[CH:14][C:15]([C:18]2[CH:22]=[C:21]([C:23]([NH:25][CH2:26][CH2:27][CH2:28][C:29]([O:31][CH3:32])=[O:30])=[O:24])[O:20][N:19]=2)=[CH:16][CH:17]=1. The yield is 0.730. No catalyst specified. The reactants are [F:1][C:2]1[CH:7]=[CH:6][CH:5]=[CH:4][C:3]=1[N:8]=[C:9]=[O:10].[NH2:11][C:12]1[CH:17]=[CH:16][C:15]([C:18]2[CH:22]=[C:21]([C:23]([NH:25][CH2:26][CH2:27][CH2:28][C:29]([O:31][CH3:32])=[O:30])=[O:24])[O:20][N:19]=2)=[CH:14][CH:13]=1. (3) The reactants are [O:1]=[C:2]([C:9]1[C:10]([NH:15][C:16]2[CH:21]=[CH:20][CH:19]=[C:18]([C:22]([F:25])([F:24])[F:23])[CH:17]=2)=[N:11][CH:12]=[CH:13][CH:14]=1)[CH2:3][C:4](OCC)=[O:5]. The catalyst is C1(C)C(C)=CC=CC=1. The product is [OH:1][C:2]1[C:9]2[C:10](=[N:11][CH:12]=[CH:13][CH:14]=2)[N:15]([C:16]2[CH:21]=[CH:20][CH:19]=[C:18]([C:22]([F:25])([F:24])[F:23])[CH:17]=2)[C:4](=[O:5])[CH:3]=1. The yield is 0.650. (4) The reactants are [N:1]1([C:7]2[CH:8]=[CH:9][C:10]3[O:14][C:13]([C:15]([O:17]CC)=O)=[CH:12][C:11]=3[CH:20]=2)[CH2:6][CH2:5][NH:4][CH2:3][CH2:2]1.C(=O)([O-])[O-].[K+].[K+].Cl[CH2:28][CH2:29][CH2:30][CH2:31][C:32]1[C:40]2[C:35](=[CH:36][CH:37]=[C:38]([C:41]#[N:42])[CH:39]=2)[NH:34][CH:33]=1.[I-].[K+].[NH3:45]. The catalyst is C(#N)C.O.[Br-].C([N+](CCCC)(CCCC)CCCC)CCC. The product is [C:41]([C:38]1[CH:39]=[C:40]2[C:35](=[CH:36][CH:37]=1)[NH:34][CH:33]=[C:32]2[CH2:31][CH2:30][CH2:29][CH2:28][N:4]1[CH2:3][CH2:2][N:1]([C:7]2[CH:8]=[CH:9][C:10]3[O:14][C:13]([C:15]([NH2:45])=[O:17])=[CH:12][C:11]=3[CH:20]=2)[CH2:6][CH2:5]1)#[N:42]. The yield is 0.694. (5) The reactants are Cl[C:2]1[CH:7]=[CH:6][C:5]([NH:8][C:9]([NH:11][C:12]2[CH:17]=[CH:16][CH:15]=[C:14]([C:18]3[CH:23]=[CH:22][CH:21]=[C:20]([N:24]4[CH2:28][CH2:27][CH2:26][CH2:25]4)[N:19]=3)[CH:13]=2)=[O:10])=[CH:4][CH:3]=1.N[C:30]1C(C)=CC=CC=1.CCN(C(C)C)C(C)C. The catalyst is CN(C=O)C. The product is [N:24]1([C:20]2[N:19]=[C:18]([C:14]3[CH:13]=[C:12]([NH:11][C:9]([NH:8][C:5]4[CH:6]=[CH:7][CH:2]=[CH:3][C:4]=4[CH3:30])=[O:10])[CH:17]=[CH:16][CH:15]=3)[CH:23]=[CH:22][CH:21]=2)[CH2:28][CH2:27][CH2:26][CH2:25]1. The yield is 0.290. (6) The reactants are C1([CH:7]([N:14](C)[CH2:15][C@@H:16]([N:18]([CH3:22])[C:19](=[O:21])[CH3:20])[CH3:17])C2C=CC=CC=2)C=CC=CC=1.[H][H]. The catalyst is C(O)C.[OH-].[Pd+2].[OH-].[C]. The product is [CH3:22][N:18]([C@@H:16]([CH3:17])[CH2:15][NH:14][CH3:7])[C:19](=[O:21])[CH3:20]. The yield is 0.880. (7) The reactants are [CH2:1]([N:8]1[CH2:13][CH2:12][CH:11]([C:14]([NH:16][C:17]2[CH:22]=[CH:21][C:20]([CH2:23][NH:24][C:25]3[C:34]4[C:29](=[CH:30][C:31](I)=[CH:32][CH:33]=4)[N:28]=[C:27]([N:36]([CH3:38])[CH3:37])[N:26]=3)=[CH:19][CH:18]=2)=[O:15])[CH2:10][CH2:9]1)[C:2]1[CH:7]=[CH:6][CH:5]=[CH:4][CH:3]=1.[CH2:39]([Sn](CCCC)(CCCC)/C=C/C)[CH2:40][CH2:41]C. No catalyst specified. The product is [CH2:1]([N:8]1[CH2:13][CH2:12][CH:11]([C:14]([NH:16][C:17]2[CH:22]=[CH:21][C:20]([CH2:23][NH:24][C:25]3[C:34]4[C:29](=[CH:30][C:31](/[CH:39]=[CH:40]/[CH3:41])=[CH:32][CH:33]=4)[N:28]=[C:27]([N:36]([CH3:38])[CH3:37])[N:26]=3)=[CH:19][CH:18]=2)=[O:15])[CH2:10][CH2:9]1)[C:2]1[CH:7]=[CH:6][CH:5]=[CH:4][CH:3]=1. The yield is 0.950. (8) The reactants are N[C:2]1[C:6]([C:7]#[N:8])=[C:5]([S:9][CH3:10])[S:4][C:3]=1[C:11]([O:13][CH2:14][CH3:15])=[O:12].[I:16]CI.N(OCCC(C)C)=O. The catalyst is C(#N)C.CCCCCC. The product is [C:7]([C:6]1[C:2]([I:16])=[C:3]([C:11]([O:13][CH2:14][CH3:15])=[O:12])[S:4][C:5]=1[S:9][CH3:10])#[N:8]. The yield is 0.450. (9) The reactants are [CH3:1][N:2]1[CH2:7][CH2:6][N:5]([C:8]2[N:13]3[CH:14]=[C:15]([CH:17]=O)[N:16]=[C:12]3[CH:11]=[CH:10][CH:9]=2)[CH2:4][CH2:3]1.[CH3:19][O:20][C:21]1[CH:26]=[CH:25][C:24]([C@@H:27]([NH:29][C@@H:30]2[C:39]3[N:38]=[CH:37][CH:36]=[CH:35][C:34]=3[CH2:33][CH2:32][CH2:31]2)[CH3:28])=[CH:23][CH:22]=1.C(O)(=O)C.C(O[BH-](OC(=O)C)OC(=O)C)(=O)C.[Na+]. The catalyst is ClC(Cl)C.ClCCl. The product is [CH3:19][O:20][C:21]1[CH:22]=[CH:23][C:24]([C@@H:27]([N:29]([CH2:17][C:15]2[N:16]=[C:12]3[CH:11]=[CH:10][CH:9]=[C:8]([N:5]4[CH2:4][CH2:3][N:2]([CH3:1])[CH2:7][CH2:6]4)[N:13]3[CH:14]=2)[C@@H:30]2[C:39]3[N:38]=[CH:37][CH:36]=[CH:35][C:34]=3[CH2:33][CH2:32][CH2:31]2)[CH3:28])=[CH:25][CH:26]=1. The yield is 0.870. (10) The reactants are [N+:1]([C:4]1[CH:9]=[CH:8][N:7]=[C:6]([C:10]#[N:11])[CH:5]=1)([O-:3])=[O:2].Cl[Si](C)(C)C.[OH2:17]. The catalyst is CCOC(C)=O. The product is [N+:1]([C:4]1[CH:9]=[CH:8][N:7]=[C:6]([C:10]([NH2:11])=[O:17])[CH:5]=1)([O-:3])=[O:2]. The yield is 1.00.